From a dataset of Catalyst prediction with 721,799 reactions and 888 catalyst types from USPTO. Predict which catalyst facilitates the given reaction. Reactant: [F:1][C:2]1[CH:3]=[C:4]2[C:21](=[CH:22][CH:23]=1)[O:20][C:7]1([CH2:12][CH2:11][N:10]([C:13]([O:15][C:16]([CH3:19])([CH3:18])[CH3:17])=[O:14])[CH2:9][CH2:8]1)[CH2:6][C:5]2=[O:24].[BH4-].[Na+]. Product: [F:1][C:2]1[CH:3]=[C:4]2[C:21](=[CH:22][CH:23]=1)[O:20][C:7]1([CH2:8][CH2:9][N:10]([C:13]([O:15][C:16]([CH3:19])([CH3:18])[CH3:17])=[O:14])[CH2:11][CH2:12]1)[CH2:6][CH:5]2[OH:24]. The catalyst class is: 8.